From a dataset of Catalyst prediction with 721,799 reactions and 888 catalyst types from USPTO. Predict which catalyst facilitates the given reaction. Reactant: [F:1][C:2]1[CH:12]=[CH:11][CH:10]=[C:9]([F:13])[C:3]=1[C:4]([N:6]=[C:7]=[O:8])=[O:5].[CH3:14][NH:15][C:16]1[CH:21]=[CH:20][C:19]([S:22][C:23]([F:26])([F:25])[F:24])=[CH:18][C:17]=1[CH3:27].CCCCCC. Product: [F:1][C:2]1[CH:12]=[CH:11][CH:10]=[C:9]([F:13])[C:3]=1[C:4]([NH:6][C:7](=[O:8])[N:15]([CH3:14])[C:16]1[CH:21]=[CH:20][C:19]([S:22][C:23]([F:26])([F:24])[F:25])=[CH:18][C:17]=1[CH3:27])=[O:5]. The catalyst class is: 27.